From a dataset of Peptide-MHC class I binding affinity with 185,985 pairs from IEDB/IMGT. Regression. Given a peptide amino acid sequence and an MHC pseudo amino acid sequence, predict their binding affinity value. This is MHC class I binding data. The peptide sequence is FLSNGHVTI. The MHC is HLA-A02:06 with pseudo-sequence HLA-A02:06. The binding affinity (normalized) is 0.780.